This data is from Forward reaction prediction with 1.9M reactions from USPTO patents (1976-2016). The task is: Predict the product of the given reaction. Given the reactants [Cl:1][CH2:2][CH:3]=O.[NH2:5][C:6]1[CH:14]=[CH:13][C:9]([C:10]([OH:12])=[O:11])=[CH:8][N:7]=1, predict the reaction product. The product is: [ClH:1].[N:5]1[CH:2]=[CH:3][N:7]2[CH:8]=[C:9]([C:10]([OH:12])=[O:11])[CH:13]=[CH:14][C:6]=12.